From a dataset of Forward reaction prediction with 1.9M reactions from USPTO patents (1976-2016). Predict the product of the given reaction. (1) Given the reactants [Br:1][C:2]1[N:3]=[C:4]([CH2:21][CH3:22])[C:5]([NH:10][C@@H:11]2[C:19]3[C:14](=[CH:15][CH:16]=[CH:17]C=3)[CH2:13][C@@H:12]2O)=[N:6][C:7]=1[CH2:8][CH3:9].C(C1C(NC2C3=NC=CC=C3CC2)=[N:27]C(CC)=CN=1)C, predict the reaction product. The product is: [Br:1][C:2]1[N:3]=[C:4]([CH2:21][CH3:22])[C:5]([NH:10][CH:11]2[C:19]3=[N:27][CH:17]=[CH:16][CH:15]=[C:14]3[CH2:13][CH2:12]2)=[N:6][C:7]=1[CH2:8][CH3:9]. (2) Given the reactants [Br:1][C:2]1[N:7]=[C:6]([NH2:8])[CH:5]=[N:4][CH:3]=1.[C:9](O[C:9]([O:11][C:12]([CH3:15])([CH3:14])[CH3:13])=[O:10])([O:11][C:12]([CH3:15])([CH3:14])[CH3:13])=[O:10], predict the reaction product. The product is: [C:12]([O:11][C:9]([N:8]([C:9]([O:11][C:12]([CH3:15])([CH3:14])[CH3:13])=[O:10])[C:6]1[CH:5]=[N:4][CH:3]=[C:2]([Br:1])[N:7]=1)=[O:10])([CH3:15])([CH3:14])[CH3:13].